This data is from Forward reaction prediction with 1.9M reactions from USPTO patents (1976-2016). The task is: Predict the product of the given reaction. (1) Given the reactants Br[C:2]1[C:3]([N:7]2[C:15]3[CH:14]=[CH:13][C:12]([CH3:16])=[CH:11][C:10]=3[C:9]3[CH2:17][N:18]([CH3:21])[CH2:19][CH2:20][C:8]2=3)=[CH:4][S:5][CH:6]=1.[N:22]1[CH:27]=[CH:26][C:25](B(O)O)=[CH:24][CH:23]=1.[O-]P([O-])([O-])=O.[K+].[K+].[K+], predict the reaction product. The product is: [CH3:21][N:18]1[CH2:19][CH2:20][C:8]2[N:7]([C:3]3[C:2]([C:25]4[CH:26]=[CH:27][N:22]=[CH:23][CH:24]=4)=[CH:6][S:5][CH:4]=3)[C:15]3[CH:14]=[CH:13][C:12]([CH3:16])=[CH:11][C:10]=3[C:9]=2[CH2:17]1. (2) Given the reactants [Cl:1][C:2]1[C:7]([N:8]2[CH2:13][CH2:12][CH:11]([C:14]3[CH:19]=[C:18]([F:20])[CH:17]=[C:16]([F:21])[C:15]=3[O:22][CH:23]([F:25])[F:24])[CH2:10][CH2:9]2)=[CH:6][N:5]=[N:4][C:3]=1[NH:26][NH:27][C:28](=O)[CH2:29][CH:30]1[CH2:32][CH2:31]1.C1(P(C2C=CC=CC=2)C2C=CC=CC=2)C=CC=CC=1.N([Si](C)(C)C)=[N+]=[N-].CCOC(/N=N/C(OCC)=O)=O.C1(C)C=CC=CC=1, predict the reaction product. The product is: [Cl:1][C:2]1[C:3]2[N:4]([C:28]([CH2:29][CH:30]3[CH2:32][CH2:31]3)=[N:27][N:26]=2)[N:5]=[CH:6][C:7]=1[N:8]1[CH2:13][CH2:12][CH:11]([C:14]2[CH:19]=[C:18]([F:20])[CH:17]=[C:16]([F:21])[C:15]=2[O:22][CH:23]([F:25])[F:24])[CH2:10][CH2:9]1. (3) Given the reactants [CH2:1]([O:8][N:9]1[C:15](=[O:16])[N:14]2[CH2:17][C@H:10]1[CH2:11][CH2:12][C@H:13]2[C:18]([OH:20])=O)[C:2]1[CH:7]=[CH:6][CH:5]=[CH:4][CH:3]=1.Cl.C(N=C=NCCCN(C)C)C.ON1C2C=CC=CC=2N=N1.[NH:43]([C:45](=[O:56])[CH2:46][CH2:47][NH:48][C:49](=[O:55])[O:50][C:51]([CH3:54])([CH3:53])[CH3:52])[NH2:44], predict the reaction product. The product is: [C:51]([O:50][C:49](=[O:55])[NH:48][CH2:47][CH2:46][C:45]([NH:43][NH:44][C:18]([C@@H:13]1[CH2:12][CH2:11][C@@H:10]2[CH2:17][N:14]1[C:15](=[O:16])[N:9]2[O:8][CH2:1][C:2]1[CH:3]=[CH:4][CH:5]=[CH:6][CH:7]=1)=[O:20])=[O:56])([CH3:54])([CH3:52])[CH3:53]. (4) Given the reactants [CH3:1][C:2]1[CH:3]=[CH:4][C:5]2[NH:9][C:8](=[O:10])[NH:7][C:6]=2[CH:11]=1.[Br:12]N1C(=O)CCC1=O, predict the reaction product. The product is: [Br:12][C:3]1[C:2]([CH3:1])=[CH:11][C:6]2=[N:7][C:8](=[O:10])[N:9]=[C:5]2[CH:4]=1. (5) Given the reactants Cl[CH2:2][C:3]1[CH:8]=[CH:7][CH:6]=[C:5]([S:9][CH:10]2[CH2:13][CH2:12][CH2:11]2)[N:4]=1.C([O:16][C:17]([CH:19]1[CH2:21][CH:20]1[CH2:22][C:23]1[CH:28]=[C:27]([F:29])[C:26]([OH:30])=[C:25]([F:31])[CH:24]=1)=[O:18])C, predict the reaction product. The product is: [CH:10]1([S:9][C:5]2[N:4]=[C:3]([CH2:2][O:30][C:26]3[C:25]([F:31])=[CH:24][C:23]([CH2:22][CH:20]4[CH2:21][CH:19]4[C:17]([OH:18])=[O:16])=[CH:28][C:27]=3[F:29])[CH:8]=[CH:7][CH:6]=2)[CH2:13][CH2:12][CH2:11]1.